The task is: Predict which catalyst facilitates the given reaction.. This data is from Catalyst prediction with 721,799 reactions and 888 catalyst types from USPTO. (1) Reactant: [NH2:1][C:2]1[C:7]([N+:8]([O-:10])=[O:9])=[CH:6][CH:5]=[CH:4][N:3]=1.[H-].[Na+].[Br:13][C:14]1[CH:21]=[CH:20][C:17]([CH2:18]Br)=[CH:16][CH:15]=1. Product: [Br:13][C:14]1[CH:21]=[CH:20][C:17]([CH2:18][NH:1][C:2]2[C:7]([N+:8]([O-:10])=[O:9])=[CH:6][CH:5]=[CH:4][N:3]=2)=[CH:16][CH:15]=1. The catalyst class is: 3. (2) Reactant: C(#N)C.[CH2:4]([O:6][C:7]([CH:9]1[CH2:18][CH2:17][C:12]2[N:13]=[C:14]([NH2:16])[S:15][C:11]=2[CH2:10]1)=[O:8])[CH3:5].[C:19](OC(=O)C)(=[O:21])[CH3:20]. Product: [CH2:4]([O:6][C:7]([CH:9]1[CH2:18][CH2:17][C:12]2[N:13]=[C:14]([NH:16][C:19](=[O:21])[CH3:20])[S:15][C:11]=2[CH2:10]1)=[O:8])[CH3:5]. The catalyst class is: 66. (3) Reactant: [CH:1]1[CH:2]=[CH:3][C:4]2[C:10](=[O:11])[N:9]([CH:12]3[C:18](=[O:19])[NH:17][C:15](=O)[CH2:14][CH2:13]3)[C:7](=[O:8])[C:5]=2[CH:6]=1.COC1C=CC(P2(SP(C3C=CC(OC)=CC=3)(=S)S2)=[S:29])=CC=1. Product: [O:19]=[C:18]1[CH:12]([N:9]2[C:10](=[O:11])[C:4]3[C:5](=[CH:6][CH:1]=[CH:2][CH:3]=3)[C:7]2=[O:8])[CH2:13][CH2:14][C:15](=[S:29])[NH:17]1. The catalyst class is: 11. (4) Reactant: [NH2:1][C:2]1[N:10]=[CH:9][CH:8]=[CH:7][C:3]=1[C:4]([OH:6])=O.O[N:12]1[C:16]2[CH:17]=[CH:18][CH:19]=[CH:20][C:15]=2N=N1.CCN=C=NCCCN(C)C.[S:32]1[CH:36]=[CH:35][CH:34]=[C:33]1[CH2:37]N.C(=O)(O)[O-].[Na+]. Product: [S:32]1[CH:36]=[CH:35][CH:34]=[C:33]1[C:37]1[CH:17]=[CH:18][CH:19]=[CH:20][C:15]=1[CH2:16][NH:12][C:4](=[O:6])[C:3]1[CH:7]=[CH:8][CH:9]=[N:10][C:2]=1[NH2:1]. The catalyst class is: 3. (5) Reactant: [CH3:1][NH:2][CH2:3][CH:4]([C:6]1[CH:11]=[CH:10][CH:9]=[CH:8][CH:7]=1)[OH:5].[Cl:12][C:13]1[C:18]([CH2:19]Cl)=[CH:17][CH:16]=[C:15]([Cl:21])[N:14]=1. Product: [Cl:12][C:13]1[C:18]([CH2:19][N:2]([CH3:1])[CH2:3][CH:4]([C:6]2[CH:11]=[CH:10][CH:9]=[CH:8][CH:7]=2)[OH:5])=[CH:17][CH:16]=[C:15]([Cl:21])[N:14]=1. The catalyst class is: 18. (6) Reactant: C(=O)([O-])[O-].[K+].[K+].[C:15](O[C:15]([O:17][C:18]([CH3:21])([CH3:20])[CH3:19])=[O:16])([O:17][C:18]([CH3:21])([CH3:20])[CH3:19])=[O:16].[CH3:22][CH:23]1[NH:27][CH2:26][CH:25]([CH2:28][OH:29])[CH2:24]1. Product: [OH:29][CH2:28][CH:25]1[CH2:26][N:27]([C:15]([O:17][C:18]([CH3:19])([CH3:20])[CH3:21])=[O:16])[CH:23]([CH3:22])[CH2:24]1. The catalyst class is: 30. (7) Reactant: [CH3:1][S:2]([O:5][C:6]1[C:18]2[CH2:17][O:16][C:15](=[O:19])[C:14]=2[C:13]([OH:20])=[C:12]2[C:7]=1[CH:8]=[C:9]([O:23][CH3:24])[C:10]([O:21][CH3:22])=[CH:11]2)(=[O:4])=[O:3].IC.[C:27](=O)([O-])[O-].[K+].[K+].[Cl-].[NH4+]. Product: [CH3:1][S:2]([O:5][C:6]1[C:18]2[CH2:17][O:16][C:15](=[O:19])[C:14]=2[C:13]([O:20][CH3:27])=[C:12]2[C:7]=1[CH:8]=[C:9]([O:23][CH3:24])[C:10]([O:21][CH3:22])=[CH:11]2)(=[O:3])=[O:4]. The catalyst class is: 9.